This data is from KCNQ2 potassium channel screen with 302,405 compounds. The task is: Binary Classification. Given a drug SMILES string, predict its activity (active/inactive) in a high-throughput screening assay against a specified biological target. The drug is FC(F)(F)c1c(N\N=C\c2cccnc2)cccc1. The result is 0 (inactive).